From a dataset of CYP3A4 inhibition data for predicting drug metabolism from PubChem BioAssay. Regression/Classification. Given a drug SMILES string, predict its absorption, distribution, metabolism, or excretion properties. Task type varies by dataset: regression for continuous measurements (e.g., permeability, clearance, half-life) or binary classification for categorical outcomes (e.g., BBB penetration, CYP inhibition). Dataset: cyp3a4_veith. (1) The compound is CCNC(=O)COC(=O)c1cc(-c2ccc(OC)cc2)nc2ccccc12. The result is 1 (inhibitor). (2) The molecule is O=C(Nc1ccc(Cl)cc1)Nc1nccs1. The result is 0 (non-inhibitor).